From a dataset of Peptide-MHC class II binding affinity with 134,281 pairs from IEDB. Regression. Given a peptide amino acid sequence and an MHC pseudo amino acid sequence, predict their binding affinity value. This is MHC class II binding data. (1) The peptide sequence is EEFCTLASRFLVEED. The MHC is HLA-DPA10201-DPB11401 with pseudo-sequence HLA-DPA10201-DPB11401. The binding affinity (normalized) is 0. (2) The peptide sequence is ISVKNAEKVQTAGIVTPYDI. The MHC is DRB1_1101 with pseudo-sequence DRB1_1101. The binding affinity (normalized) is 0.226. (3) The peptide sequence is VSIISILKGVINIWG. The MHC is DRB1_0301 with pseudo-sequence DRB1_0301. The binding affinity (normalized) is 0. (4) The peptide sequence is AGLTHMMIWHSNLND. The MHC is DRB1_0401 with pseudo-sequence DRB1_0401. The binding affinity (normalized) is 0.220. (5) The binding affinity (normalized) is 0.287. The MHC is HLA-DPA10201-DPB11401 with pseudo-sequence HLA-DPA10201-DPB11401. The peptide sequence is EEFVSLASRFLVEED.